From a dataset of Forward reaction prediction with 1.9M reactions from USPTO patents (1976-2016). Predict the product of the given reaction. (1) Given the reactants [NH:1]1[CH:5]=[C:4]([NH2:6])[C:3]([C:7]2[CH:8]=[N:9][NH:10][CH:11]=2)=[N:2]1.C(Cl)CCl.C1C=NC2N(O)N=NC=2C=1.[F:26][C:27]1[CH:35]=[CH:34][CH:33]=[C:32]([F:36])[C:28]=1[C:29](O)=[O:30], predict the reaction product. The product is: [NH:1]1[CH:5]=[C:4]([NH:6][C:29](=[O:30])[C:28]2[C:27]([F:26])=[CH:35][CH:34]=[CH:33][C:32]=2[F:36])[C:3]([C:7]2[CH:11]=[N:10][NH:9][CH:8]=2)=[N:2]1. (2) Given the reactants [C:1]([CH2:3][CH2:4][NH:5][C:6]([C:8]1[C:12]([NH:13][C:14]([C:16]2[CH:21]=[CH:20][CH:19]=[C:18]([CH3:22])[N:17]=2)=[O:15])=[CH:11][N:10](C2CCCCO2)[N:9]=1)=[O:7])#[N:2].O.C1(C)C=CC(S(O)(=O)=O)=CC=1, predict the reaction product. The product is: [C:1]([CH2:3][CH2:4][NH:5][C:6]([C:8]1[C:12]([NH:13][C:14]([C:16]2[CH:21]=[CH:20][CH:19]=[C:18]([CH3:22])[N:17]=2)=[O:15])=[CH:11][NH:10][N:9]=1)=[O:7])#[N:2]. (3) Given the reactants [C:1]([C:3]1[CH:4]=[C:5]([NH:10][C:11]2[N:19]=[CH:18][CH:17]=[CH:16][C:12]=2[C:13]([OH:15])=O)[CH:6]=[CH:7][C:8]=1[F:9])#[N:2].Cl.[NH2:21][C:22]([CH3:27])([CH2:25][CH3:26])[C:23]#[CH:24].C1C=CC2N(O)N=NC=2C=1.CCN=C=NCCCN(C)C.CCN(C(C)C)C(C)C, predict the reaction product. The product is: [C:1]([C:3]1[CH:4]=[C:5]([NH:10][C:11]2[N:19]=[CH:18][CH:17]=[CH:16][C:12]=2[C:13]([NH:21][C:22]([CH3:27])([CH2:25][CH3:26])[C:23]#[CH:24])=[O:15])[CH:6]=[CH:7][C:8]=1[F:9])#[N:2]. (4) Given the reactants Cl.[Br:2][C:3]1[CH:4]=[C:5]([CH3:15])[C:6]2[N:7]([C:9]([NH2:14])=[C:10]([CH2:12][CH3:13])[N:11]=2)[CH:8]=1.[CH:16](O)=[O:17], predict the reaction product. The product is: [Br:2][C:3]1[CH:4]=[C:5]([CH3:15])[C:6]2[N:7]([C:9]([NH:14][CH:16]=[O:17])=[C:10]([CH2:12][CH3:13])[N:11]=2)[CH:8]=1.